The task is: Predict which catalyst facilitates the given reaction.. This data is from Catalyst prediction with 721,799 reactions and 888 catalyst types from USPTO. (1) Reactant: [OH:1][C:2]1[CH:3]=[C:4]2[C:8](=[CH:9][C:10]=1[OH:11])[C:7](=[O:12])[O:6][CH2:5]2.[N+:13]([O-])([OH:15])=[O:14]. Product: [OH:1][C:2]1[CH:3]=[C:4]2[C:8](=[C:9]([N+:13]([O-:15])=[O:14])[C:10]=1[OH:11])[C:7](=[O:12])[O:6][CH2:5]2. The catalyst class is: 65. (2) Reactant: [C:1]([N:8]1[CH2:13][CH2:12][CH:11]([OH:14])[CH2:10][CH2:9]1)([O:3][C:4]([CH3:7])([CH3:6])[CH3:5])=[O:2].C(N(CC)CC)C.[CH3:22][S:23](Cl)(=[O:25])=[O:24].O. Product: [CH3:22][S:23]([O:14][CH:11]1[CH2:12][CH2:13][N:8]([C:1]([O:3][C:4]([CH3:7])([CH3:6])[CH3:5])=[O:2])[CH2:9][CH2:10]1)(=[O:25])=[O:24]. The catalyst class is: 2. (3) Reactant: CO.C(N[C:12]1[CH:20]=[C:19](/C=C/C2C=CC=C(OC)C=2)[CH:18]=[CH:17][C:13]=1[C:14]([OH:16])=[O:15])(=O)C1C=CC=CC=1. Product: [C:14]([OH:16])(=[O:15])[C:13]1[CH:17]=[CH:18][CH:19]=[CH:20][CH:12]=1. The catalyst class is: 849. (4) Reactant: [F:1][C:2]([F:17])([F:16])[C:3]1[CH:8]=[CH:7][C:6]([N:9]2[CH2:14][CH2:13][CH:12]([OH:15])[CH2:11][CH2:10]2)=[CH:5][CH:4]=1.[H-].[Na+].Cl[C:21]1[N:26]=[C:25]([C:27]([NH:29][CH:30]2[CH2:35][CH2:34][N:33]([CH2:36][C:37]3[CH:42]=[CH:41][N:40]=[CH:39][CH:38]=3)[CH2:32][CH2:31]2)=[O:28])[CH:24]=[CH:23][CH:22]=1.C(Cl)Cl. Product: [N:40]1[CH:39]=[CH:38][C:37]([CH2:36][N:33]2[CH2:34][CH2:35][CH:30]([NH:29][C:27](=[O:28])[C:25]3[CH:24]=[CH:23][CH:22]=[C:21]([O:15][CH:12]4[CH2:13][CH2:14][N:9]([C:6]5[CH:5]=[CH:4][C:3]([C:2]([F:1])([F:16])[F:17])=[CH:8][CH:7]=5)[CH2:10][CH2:11]4)[N:26]=3)[CH2:31][CH2:32]2)=[CH:42][CH:41]=1. The catalyst class is: 369. (5) Reactant: [CH:1]1([C:7]2[CH:32]=[CH:31][C:10]([C:11]([N:13]3[C:19]4[CH:20]=[C:21]([C:24]([O:26][CH3:27])=[O:25])[CH:22]=[CH:23][C:18]=4[CH2:17][N:16]4[CH:28]=[CH:29][CH:30]=[C:15]4[CH2:14]3)=[O:12])=[CH:9][CH:8]=2)[CH2:6][CH2:5][CH2:4][CH2:3][CH2:2]1.O=C(Cl)[O:35][C:36](Cl)(Cl)[Cl:37].C(N(CC)CC)C.[CH3:48][N:49]1[CH2:54][CH2:53][NH:52][CH2:51][CH2:50]1. Product: [ClH:37].[CH:1]1([C:7]2[CH:32]=[CH:31][C:10]([C:11]([N:13]3[C:19]4[CH:20]=[C:21]([C:24]([O:26][CH3:27])=[O:25])[CH:22]=[CH:23][C:18]=4[CH2:17][N:16]4[C:28]([C:36]([N:52]5[CH2:53][CH2:54][N:49]([CH3:48])[CH2:50][CH2:51]5)=[O:35])=[CH:29][CH:30]=[C:15]4[CH2:14]3)=[O:12])=[CH:9][CH:8]=2)[CH2:6][CH2:5][CH2:4][CH2:3][CH2:2]1. The catalyst class is: 4. (6) Reactant: [F:1][C:2]([F:13])([F:12])[C:3]1[CH:4]=[C:5](B(O)O)[CH:6]=[CH:7][CH:8]=1.[NH2:14][C:15]1[C:24]([Br:25])=[CH:23][C:22](I)=[CH:21][C:16]=1[C:17]([O:19][CH3:20])=[O:18].C([O-])([O-])=O.[K+].[K+].O1CCOCC1. Product: [NH2:14][C:15]1[C:24]([Br:25])=[CH:23][C:22]([C:5]2[CH:6]=[CH:7][CH:8]=[C:3]([C:2]([F:13])([F:12])[F:1])[CH:4]=2)=[CH:21][C:16]=1[C:17]([O:19][CH3:20])=[O:18]. The catalyst class is: 6.